Dataset: Forward reaction prediction with 1.9M reactions from USPTO patents (1976-2016). Task: Predict the product of the given reaction. (1) Given the reactants [Br:1][C:2]1[CH:7]=[CH:6][C:5]([I:8])=[CH:4][C:3]=1[C:9]([C:11]1[CH:20]=[CH:19][C:14]2[O:15][CH2:16][CH2:17][O:18][C:13]=2[CH:12]=1)=O.C([SiH](CC)CC)C.OS(C(F)(F)F)(=O)=O, predict the reaction product. The product is: [Br:1][C:2]1[CH:7]=[CH:6][C:5]([I:8])=[CH:4][C:3]=1[CH2:9][C:11]1[CH:20]=[CH:19][C:14]2[O:15][CH2:16][CH2:17][O:18][C:13]=2[CH:12]=1. (2) Given the reactants [CH3:1][CH:2]([C:8](=O)[CH2:9][C:10](=O)[CH3:11])[C:3]([O:5][CH2:6][CH3:7])=[O:4].[NH2:14][NH2:15], predict the reaction product. The product is: [CH3:11][C:10]1[CH:9]=[C:8]([CH:2]([CH3:1])[C:3]([O:5][CH2:6][CH3:7])=[O:4])[NH:15][N:14]=1. (3) The product is: [CH3:1][C@@H:2]1[C@@H:16]2[C:11](=[C:12]([OH:31])[C@:13]3([OH:30])[C:21](=[O:22])[C:20]([C:23]([NH2:25])=[O:24])=[C:19]([OH:26])[C@@H:18]([N:27]([CH3:28])[CH3:29])[C@@H:14]3[C@H:15]2[OH:17])[C:9](=[O:10])[C:8]2[C:7]([OH:32])=[CH:6][CH:5]=[CH:4][C:3]1=2.[CH3:34][C:35]1[C:40]([NH:41][C:42]2[N:47]=[CH:46][CH:45]=[CH:44][C:43]=2[C:48]([OH:50])=[O:49])=[CH:39][CH:38]=[CH:37][C:36]=1[C:51]([F:53])([F:52])[F:54]. Given the reactants [CH3:1][C@:2]1(O)[C@@H:16]2[C:11](=[C:12]([OH:31])[C@:13]3([OH:30])[C:21](=[O:22])[C:20]([C:23]([NH2:25])=[O:24])=[C:19]([OH:26])[C@@H:18]([N:27]([CH3:29])[CH3:28])[C@@H:14]3[C@H:15]2[OH:17])[C:9](=[O:10])[C:8]2[C:7]([OH:32])=[CH:6][CH:5]=[CH:4][C:3]1=2.[CH3:34][C:35]1[C:40]([NH:41][C:42]2[N:47]=[CH:46][CH:45]=[CH:44][C:43]=2[C:48]([OH:50])=[O:49])=[CH:39][CH:38]=[CH:37][C:36]=1[C:51]([F:54])([F:53])[F:52], predict the reaction product. (4) Given the reactants CO[C:3](=O)[CH2:4][C:5]1[C:6]([CH3:21])=[N:7][N:8]([CH2:11][C:12]2[CH:17]=[CH:16][C:15]([N+:18]([O-:20])=[O:19])=[CH:14][CH:13]=2)[C:9]=1[CH3:10].[CH2:23]([O:25][C:26](=[O:36])CCC1C(C)=NNC=1C)[CH3:24], predict the reaction product. The product is: [CH2:23]([O:25][C:26](=[O:36])[CH2:3][CH2:4][C:5]1[C:6]([CH3:21])=[N:7][N:8]([CH2:11][C:12]2[CH:13]=[CH:14][C:15]([N+:18]([O-:20])=[O:19])=[CH:16][CH:17]=2)[C:9]=1[CH3:10])[CH3:24].